Dataset: Forward reaction prediction with 1.9M reactions from USPTO patents (1976-2016). Task: Predict the product of the given reaction. (1) Given the reactants [OH:1][C:2]1[CH:7]=[CH:6][CH:5]=[CH:4][N:3]=1.O[CH:9]1[CH2:14][CH2:13][N:12]([C:15]([O:17][C:18]([CH3:21])([CH3:20])[CH3:19])=[O:16])[CH2:11][CH2:10]1.C1(P(C2C=CC=CC=2)C2C=CC=CC=2)C=CC=CC=1.N(C(OCC)=O)=NC(OCC)=O, predict the reaction product. The product is: [N:3]1[CH:4]=[CH:5][CH:6]=[CH:7][C:2]=1[O:1][CH:9]1[CH2:14][CH2:13][N:12]([C:15]([O:17][C:18]([CH3:21])([CH3:20])[CH3:19])=[O:16])[CH2:11][CH2:10]1. (2) Given the reactants [O:1]=[C:2]1[C@H:13]([CH2:14][C:15]([O:17]C(C)(C)C)=[O:16])[CH2:12][CH:11]=[CH:10][CH2:9][CH2:8][C:7](=[O:22])[O:6][C@H:5]([C:23]2[CH:28]=[CH:27][CH:26]=[CH:25][CH:24]=2)[CH2:4][NH:3]1.FC(F)(F)C(O)=O, predict the reaction product. The product is: [O:1]=[C:2]1[C@H:13]([CH2:14][C:15]([OH:17])=[O:16])[CH2:12][CH:11]=[CH:10][CH2:9][CH2:8][C:7](=[O:22])[O:6][C@H:5]([C:23]2[CH:28]=[CH:27][CH:26]=[CH:25][CH:24]=2)[CH2:4][NH:3]1. (3) Given the reactants [NH2:1][C:2]1[S:3][C:4]([C:8]2[CH:9]=[C:10]([NH:15][S:16]([C:19]3[CH:24]=[CH:23][CH:22]=[CH:21][CH:20]=3)(=[O:18])=[O:17])[C:11]([Cl:14])=[N:12][CH:13]=2)=[C:5]([CH3:7])[N:6]=1.[Cl:25][C:26]1[CH:34]=[CH:33][C:29]([C:30](Cl)=[O:31])=[CH:28][N:27]=1, predict the reaction product. The product is: [C:19]1([S:16]([NH:15][C:10]2[CH:9]=[C:8]([C:4]3[S:3][C:2]([NH:1][C:30](=[O:31])[C:29]4[CH:33]=[CH:34][C:26]([Cl:25])=[N:27][CH:28]=4)=[N:6][C:5]=3[CH3:7])[CH:13]=[N:12][C:11]=2[Cl:14])(=[O:18])=[O:17])[CH:20]=[CH:21][CH:22]=[CH:23][CH:24]=1. (4) Given the reactants [CH2:1]([O:3][C:4](=[O:25])[CH2:5][C:6]1[C:7]([CH3:24])=[C:8]([S:16][C:17]2[CH:22]=[CH:21][C:20](Br)=[CH:19][CH:18]=2)[N:9]2[C:14]=1[CH:13]=[CH:12][C:11]([F:15])=[CH:10]2)[CH3:2].[NH:26]1[CH:30]=[CH:29][CH:28]=[N:27]1.C(=O)([O-])[O-].[Cs+].[Cs+].N1C=CC=CC=1C=NO, predict the reaction product. The product is: [CH2:1]([O:3][C:4](=[O:25])[CH2:5][C:6]1[C:7]([CH3:24])=[C:8]([S:16][C:17]2[CH:22]=[CH:21][C:20]([N:26]3[CH:30]=[CH:29][CH:28]=[N:27]3)=[CH:19][CH:18]=2)[N:9]2[C:14]=1[CH:13]=[CH:12][C:11]([F:15])=[CH:10]2)[CH3:2]. (5) Given the reactants [NH2:1][CH2:2][CH2:3][C:4]([C:6]1[CH:20]=[CH:19][C:9]2[N:10]=[C:11]([NH:13][C:14]([NH:16][CH2:17][CH3:18])=[O:15])[S:12][C:8]=2[CH:7]=1)=[O:5].C(N(CC)CC)C.[CH3:28][N:29]([CH3:39])[C:30]1[CH:38]=[CH:37][C:33]([C:34](Cl)=[O:35])=[CH:32][CH:31]=1.C(O)(=O)C, predict the reaction product. The product is: [CH2:17]([NH:16][C:14]([NH:13][C:11]1[S:12][C:8]2[CH:7]=[C:6]([C:4](=[O:5])[CH2:3][CH2:2][NH:1][C:34](=[O:35])[C:33]3[CH:32]=[CH:31][C:30]([N:29]([CH3:28])[CH3:39])=[CH:38][CH:37]=3)[CH:20]=[CH:19][C:9]=2[N:10]=1)=[O:15])[CH3:18]. (6) Given the reactants [N:1]12[CH2:8][CH2:7][CH:4]([CH2:5][CH2:6]1)[CH:3]([O:9][C:10]1[CH:15]=[CH:14][C:13]([C:16]3[CH:21]=[CH:20][C:19]([N:22](CC4C=CC=CC=4)[CH3:23])=[CH:18][CH:17]=3)=[CH:12][CH:11]=1)[CH2:2]2, predict the reaction product. The product is: [N:1]12[CH2:6][CH2:5][CH:4]([CH2:7][CH2:8]1)[CH:3]([O:9][C:10]1[CH:11]=[CH:12][C:13]([C:16]3[CH:21]=[CH:20][C:19]([NH:22][CH3:23])=[CH:18][CH:17]=3)=[CH:14][CH:15]=1)[CH2:2]2.